From a dataset of TCR-epitope binding with 47,182 pairs between 192 epitopes and 23,139 TCRs. Binary Classification. Given a T-cell receptor sequence (or CDR3 region) and an epitope sequence, predict whether binding occurs between them. (1) The epitope is KLWAQCVQL. Result: 1 (the TCR binds to the epitope). The TCR CDR3 sequence is CASSYEPASYEQYF. (2) The epitope is GTITVEELK. The TCR CDR3 sequence is CASSEDGMNTEAFF. Result: 0 (the TCR does not bind to the epitope). (3) The epitope is AYILFTRFFYV. The TCR CDR3 sequence is RASSYLSRDLCTDTQYF. Result: 1 (the TCR binds to the epitope).